Dataset: Forward reaction prediction with 1.9M reactions from USPTO patents (1976-2016). Task: Predict the product of the given reaction. (1) Given the reactants [O:1]([C:8]1[CH:9]=[C:10]([C:14]23[CH2:21][CH2:20][C:17]([CH:22]=[CH2:23])([CH2:18][CH2:19]2)[O:16][CH2:15]3)[CH:11]=[CH:12][CH:13]=1)[C:2]1[CH:7]=[CH:6][CH:5]=[CH:4][CH:3]=1.[OH:24]O, predict the reaction product. The product is: [O:1]([C:8]1[CH:9]=[C:10]([C:14]23[CH2:21][CH2:20][C:17]([CH2:22][CH2:23][OH:24])([CH2:18][CH2:19]2)[O:16][CH2:15]3)[CH:11]=[CH:12][CH:13]=1)[C:2]1[CH:3]=[CH:4][CH:5]=[CH:6][CH:7]=1. (2) The product is: [Cl:1][C:2]1[CH:3]=[C:4]([N:8]2[C:12]([C:13]3[CH:18]=[CH:17][C:16]([F:19])=[C:15]([C:20]([F:21])([F:23])[F:22])[CH:14]=3)=[CH:11][C:10]([C:24]([N:50]3[CH2:54][C:53](=[O:55])[NH:52][CH2:51]3)=[O:26])=[N:9]2)[CH:5]=[CH:6][CH:7]=1. Given the reactants [Cl:1][C:2]1[CH:3]=[C:4]([N:8]2[C:12]([C:13]3[CH:18]=[CH:17][C:16]([F:19])=[C:15]([C:20]([F:23])([F:22])[F:21])[CH:14]=3)=[CH:11][C:10]([C:24]([OH:26])=O)=[N:9]2)[CH:5]=[CH:6][CH:7]=1.ClC1C=C(N2C(C3C=C(F)C=C(Cl)C=3)=CC(C([N:50]3[CH2:54][C:53](=[O:55])[NH:52][CH2:51]3)=O)=N2)C=CC=1F, predict the reaction product.